The task is: Predict the reactants needed to synthesize the given product.. This data is from Full USPTO retrosynthesis dataset with 1.9M reactions from patents (1976-2016). (1) Given the product [CH2:37]([O:39][C:40](=[O:44])[CH2:41][N:42]([C:33]([C:28]1[CH:27]=[CH:26][C:25]2[C:30](=[CH:31][CH:32]=[C:23]([C:3]([CH2:1][CH3:2])([C:6]3[CH:11]=[CH:10][C:9]([O:12][CH:13]([CH2:20][CH3:21])[CH:14]([OH:19])[C:15]([CH3:16])([CH3:17])[CH3:18])=[C:8]([CH3:22])[CH:7]=3)[CH2:4][CH3:5])[CH:24]=2)[CH:29]=1)=[O:34])[CH3:43])[CH3:38], predict the reactants needed to synthesize it. The reactants are: [CH2:1]([C:3]([C:23]1[CH:24]=[C:25]2[C:30](=[CH:31][CH:32]=1)[CH:29]=[C:28]([C:33](O)=[O:34])[CH:27]=[CH:26]2)([C:6]1[CH:11]=[CH:10][C:9]([O:12][CH:13]([CH2:20][CH3:21])[CH:14]([OH:19])[C:15]([CH3:18])([CH3:17])[CH3:16])=[C:8]([CH3:22])[CH:7]=1)[CH2:4][CH3:5])[CH3:2].Cl.[CH2:37]([O:39][C:40](=[O:44])[CH2:41][NH:42][CH3:43])[CH3:38]. (2) Given the product [Cl:1][C:2]1[N:7]=[CH:6][C:5]([O:8][Si:17]([CH:24]([CH3:26])[CH3:25])([CH:21]([CH3:23])[CH3:22])[CH:18]([CH3:20])[CH3:19])=[CH:4][N:3]=1, predict the reactants needed to synthesize it. The reactants are: [Cl:1][C:2]1[N:7]=[CH:6][C:5]([OH:8])=[CH:4][N:3]=1.C(N(CC)CC)C.Cl[Si:17]([CH:24]([CH3:26])[CH3:25])([CH:21]([CH3:23])[CH3:22])[CH:18]([CH3:20])[CH3:19]. (3) Given the product [N+:31]([O:34][CH2:35][CH2:36][CH2:37][C:38]([O:40][CH2:41][C@@H:42]([NH:50][C:51]([O:29][CH2:28][C:8]1[N:9]([CH2:10][C:11]2[CH:12]=[CH:13][C:14]([C:17]3[CH:18]=[CH:19][CH:20]=[CH:21][C:22]=3[C:23]3[NH:27][N:26]=[N:25][N:24]=3)=[CH:15][CH:16]=2)[C:5]([CH2:4][CH2:3][CH2:2][CH3:1])=[N:6][C:7]=1[Cl:30])=[O:52])[CH2:43][C:44]1[CH:45]=[CH:46][CH:47]=[CH:48][CH:49]=1)=[O:39])([O-:33])=[O:32], predict the reactants needed to synthesize it. The reactants are: [CH3:1][CH2:2][CH2:3][CH2:4][C:5]1[N:9]([CH2:10][C:11]2[CH:12]=[CH:13][C:14]([C:17]3[CH:18]=[CH:19][CH:20]=[CH:21][C:22]=3[C:23]3[N:27]=[N:26][NH:25][N:24]=3)=[CH:15][CH:16]=2)[C:8]([CH2:28][OH:29])=[C:7]([Cl:30])[N:6]=1.[N+:31]([O:34][CH2:35][CH2:36][CH2:37][C:38]([O:40][CH2:41][C@@H:42]([NH:50][C:51](OC1C=CC([N+]([O-])=O)=CC=1)=[O:52])[CH2:43][C:44]1[CH:49]=[CH:48][CH:47]=[CH:46][CH:45]=1)=[O:39])([O-:33])=[O:32]. (4) Given the product [N:28]1[CH:33]=[CH:32][CH:31]=[C:30]([C:2]2[CH:3]=[C:4]([C:8]3([C:18]4[CH:23]=[CH:22][N:21]=[C:20]([C:24]([F:27])([F:25])[F:26])[CH:19]=4)[C:16]4[C:11](=[N:12][CH:13]=[CH:14][CH:15]=4)[C:10]([NH2:17])=[N:9]3)[CH:5]=[CH:6][CH:7]=2)[CH:29]=1, predict the reactants needed to synthesize it. The reactants are: Br[C:2]1[CH:3]=[C:4]([C:8]2([C:18]3[CH:23]=[CH:22][N:21]=[C:20]([C:24]([F:27])([F:26])[F:25])[CH:19]=3)[C:16]3[C:11](=[N:12][CH:13]=[CH:14][CH:15]=3)[C:10]([NH2:17])=[N:9]2)[CH:5]=[CH:6][CH:7]=1.[N:28]1[CH:33]=[CH:32][CH:31]=[C:30](B(O)O)[CH:29]=1. (5) Given the product [Cl:15][C:16]1[CH:21]=[C:20]([CH2:22][C:23]2[C:24]([C:38]3[CH:43]=[CH:42][CH:41]=[CH:40][CH:39]=3)=[N:25][N:26]3[CH:31]=[C:30]([O:36][CH3:37])[CH:29]=[CH:28][C:27]=23)[N:19]=[C:18]([C:45]([O:47][CH3:48])=[O:46])[CH:17]=1, predict the reactants needed to synthesize it. The reactants are: C([SiH](CC)CC)C.FC(F)(F)C(O)=O.[Cl:15][C:16]1[CH:21]=[C:20]([CH:22](O)[C:23]2[C:24]([C:38]3[CH:43]=[CH:42][CH:41]=[CH:40][CH:39]=3)=[N:25][N:26]3[C:31]([Si](C)(C)C)=[C:30]([O:36][CH3:37])[CH:29]=[CH:28][C:27]=23)[N:19]=[C:18]([C:45]([O:47][CH3:48])=[O:46])[CH:17]=1.C(=O)(O)[O-].[Na+]. (6) Given the product [N+:8]([C:5]1[N:6]=[CH:7][C:2]([N:17]2[CH2:22][CH2:21][CH2:20][CH2:19][CH2:18]2)=[CH:3][CH:4]=1)([O-:10])=[O:9], predict the reactants needed to synthesize it. The reactants are: Br[C:2]1[CH:3]=[CH:4][C:5]([N+:8]([O-:10])=[O:9])=[N:6][CH:7]=1.C(=O)([O-])[O-].[K+].[K+].[NH:17]1[CH2:22][CH2:21][CH2:20][CH2:19][CH2:18]1. (7) Given the product [Cl:15][C:16]1[CH:21]=[CH:20][CH:19]=[C:18]([Cl:22])[C:17]=1[NH:23][C:24]([NH:1][C:2]1[S:3][C:4]([CH3:14])=[CH:5][C:6]=1[C:7]([O:9][C:10]([CH3:11])([CH3:13])[CH3:12])=[O:8])=[O:25], predict the reactants needed to synthesize it. The reactants are: [NH2:1][C:2]1[S:3][C:4]([CH3:14])=[CH:5][C:6]=1[C:7]([O:9][C:10]([CH3:13])([CH3:12])[CH3:11])=[O:8].[Cl:15][C:16]1[CH:21]=[CH:20][CH:19]=[C:18]([Cl:22])[C:17]=1[N:23]=[C:24]=[O:25].C(N(CC)CC)C. (8) Given the product [CH2:1]([O:3][C:4]1[C:13]([O:14][CH3:15])=[CH:12][C:11]2[C:10]([C:16]3[CH:24]=[CH:23][C:19]([C:20]([N:57]4[CH2:58][CH2:59][CH:54]([N:40]5[C:41](=[O:53])[C:42]6[S:46][C:45]([C:47]7[CH:48]=[CH:49][CH:50]=[CH:51][CH:52]=7)=[CH:44][C:43]=6[N:38]([CH2:37][C:35]6[N:36]=[C:32]([CH2:30][CH3:31])[O:33][CH:34]=6)[C:39]5=[O:60])[CH2:55][CH2:56]4)=[O:21])=[CH:18][CH:17]=3)=[N:9][C@@H:8]3[CH2:25][CH2:26][S:27][CH2:28][C@@H:7]3[C:6]=2[CH:5]=1)[CH3:2], predict the reactants needed to synthesize it. The reactants are: [CH2:1]([O:3][C:4]1[C:13]([O:14][CH3:15])=[CH:12][C:11]2[C:10]([C:16]3[CH:24]=[CH:23][C:19]([C:20](O)=[O:21])=[CH:18][CH:17]=3)=[N:9][C@@H:8]3[CH2:25][CH2:26][S:27][CH2:28][C@@H:7]3[C:6]=2[CH:5]=1)[CH3:2].Cl.[CH2:30]([C:32]1[O:33][CH:34]=[C:35]([CH2:37][N:38]2[C:43]3[CH:44]=[C:45]([C:47]4[CH:52]=[CH:51][CH:50]=[CH:49][CH:48]=4)[S:46][C:42]=3[C:41](=[O:53])[N:40]([CH:54]3[CH2:59][CH2:58][NH:57][CH2:56][CH2:55]3)[C:39]2=[O:60])[N:36]=1)[CH3:31].CN(C(ON1N=NC2C=CC=CC1=2)=[N+](C)C)C.F[P-](F)(F)(F)(F)F.CCN(C(C)C)C(C)C.C(=O)(O)[O-].[Na+]. (9) Given the product [Cl:21][C:2]1[N:9]=[C:8]([CH:10]([CH3:12])[CH3:11])[C:7]([C:13]2[CH:18]=[CH:17][CH:16]=[CH:15][CH:14]=2)=[CH:6][C:3]=1[C:4]#[N:5], predict the reactants needed to synthesize it. The reactants are: O[C:2]1[N:9]=[C:8]([CH:10]([CH3:12])[CH3:11])[C:7]([C:13]2[CH:18]=[CH:17][CH:16]=[CH:15][CH:14]=2)=[CH:6][C:3]=1[C:4]#[N:5].P(Cl)(Cl)([Cl:21])=O.